Dataset: Forward reaction prediction with 1.9M reactions from USPTO patents (1976-2016). Task: Predict the product of the given reaction. Given the reactants Cl[CH2:2][O:3][C:4]([NH:6][C:7]([CH3:28])([CH3:27])[CH2:8][O:9][C:10](=[O:26])[C@H:11]([CH:23]([CH3:25])[CH3:24])[NH:12][C:13]([O:15][CH2:16][C:17]1[CH:22]=[CH:21][CH:20]=[CH:19][CH:18]=1)=[O:14])=[O:5].[I-:29].[Na+], predict the reaction product. The product is: [I:29][CH2:2][O:3][C:4]([NH:6][C:7]([CH3:28])([CH3:27])[CH2:8][O:9][C:10](=[O:26])[C@H:11]([CH:23]([CH3:25])[CH3:24])[NH:12][C:13]([O:15][CH2:16][C:17]1[CH:22]=[CH:21][CH:20]=[CH:19][CH:18]=1)=[O:14])=[O:5].